From a dataset of NCI-60 drug combinations with 297,098 pairs across 59 cell lines. Regression. Given two drug SMILES strings and cell line genomic features, predict the synergy score measuring deviation from expected non-interaction effect. Drug 1: CC1CCC2CC(C(=CC=CC=CC(CC(C(=O)C(C(C(=CC(C(=O)CC(OC(=O)C3CCCCN3C(=O)C(=O)C1(O2)O)C(C)CC4CCC(C(C4)OC)O)C)C)O)OC)C)C)C)OC. Drug 2: CC1C(C(CC(O1)OC2CC(CC3=C2C(=C4C(=C3O)C(=O)C5=C(C4=O)C(=CC=C5)OC)O)(C(=O)CO)O)N)O.Cl. Cell line: CCRF-CEM. Synergy scores: CSS=33.7, Synergy_ZIP=0.0669, Synergy_Bliss=-1.02, Synergy_Loewe=-7.09, Synergy_HSA=-0.480.